Dataset: Full USPTO retrosynthesis dataset with 1.9M reactions from patents (1976-2016). Task: Predict the reactants needed to synthesize the given product. (1) Given the product [CH3:1][N:2]1[C@@H:19]2[CH2:20][C:7]3=[CH:8][CH:9]=[C:10]([OH:22])[C:11]4[O:12][C@H:13]5[C:14]([CH2:16][CH2:17][C@:18]2([OH:21])[C@:5]5([C:6]=43)[CH2:4][CH2:3]1)=[O:15].[CH3:1][N:2]1[CH:19]2[CH2:20][C:7]3[CH:8]=[CH:9][C:10]([OH:22])=[C:11]4[O:12][CH:13]5[CH:14]([OH:15])[CH2:16][CH2:17][C:18]2([OH:21])[C:5]5([C:6]=34)[CH2:4][CH2:3]1.[CH3:1][N:2]1[C@@H:19]2[CH2:20][C:7]3[CH:8]=[CH:9][C:10]([OH:22])=[C:11]4[O:12][C@H:13]5[C@H:14]([OH:15])[CH2:16][CH2:17][C@:18]2([OH:21])[C@:5]5([C:6]=34)[CH2:4][CH2:3]1, predict the reactants needed to synthesize it. The reactants are: [CH3:1][N:2]1[C@@H:19]2[CH2:20][C:7]3=[CH:8][CH:9]=[C:10]([OH:22])[C:11]4[O:12][C@H:13]5[C:14]([CH2:16][CH2:17][C@:18]2([OH:21])[C@:5]5([C:6]=43)[CH2:4][CH2:3]1)=[O:15]. (2) Given the product [C:1]([O:5][C:6]([N:8]1[CH:9]([C:13]2[NH:14][C:15]([C:18]3[CH:19]=[CH:20][C:21]([Br:24])=[CH:22][CH:23]=3)=[CH:16][N:17]=2)[CH2:10][CH:11]2[CH:12]1[CH2:25]2)=[O:7])([CH3:4])([CH3:2])[CH3:3], predict the reactants needed to synthesize it. The reactants are: [C:1]([O:5][C:6]([N:8]1[CH2:12][CH2:11][CH2:10][CH:9]1[C:13]1[NH:14][C:15]([C:18]2[CH:23]=[CH:22][C:21]([Br:24])=[CH:20][CH:19]=2)=[CH:16][N:17]=1)=[O:7])([CH3:4])([CH3:3])[CH3:2].[C:25](OC(N1CCCC1C(O)=O)=O)(C)(C)C. (3) The reactants are: [CH:1]1([CH:6]([C:21]2[CH:26]=[CH:25][C:24]([CH2:27][N:28]3[C:33](=[O:34])[CH2:32][O:31][C:30]([C:35]4[CH:40]=[CH:39][CH:38]=[CH:37][CH:36]=4)=[N:29]3)=[CH:23][CH:22]=2)[C:7]([NH:9][CH2:10][C:11]2[CH:16]=[CH:15][C:14]([C:17]([O:19]C)=[O:18])=[CH:13][CH:12]=2)=[O:8])[CH2:5][CH2:4][CH2:3][CH2:2]1.[OH-].[Na+].[Cl-].[NH4+]. Given the product [CH:1]1([CH:6]([C:21]2[CH:26]=[CH:25][C:24]([CH2:27][N:28]3[C:33](=[O:34])[CH2:32][O:31][C:30]([C:35]4[CH:40]=[CH:39][CH:38]=[CH:37][CH:36]=4)=[N:29]3)=[CH:23][CH:22]=2)[C:7]([NH:9][CH2:10][C:11]2[CH:12]=[CH:13][C:14]([C:17]([OH:19])=[O:18])=[CH:15][CH:16]=2)=[O:8])[CH2:2][CH2:3][CH2:4][CH2:5]1, predict the reactants needed to synthesize it.